Dataset: Forward reaction prediction with 1.9M reactions from USPTO patents (1976-2016). Task: Predict the product of the given reaction. Given the reactants Br[C:2]1[CH:3]=[C:4]([O:24][C:25]2[C:26]([CH3:32])=[N:27][N:28]([CH3:31])[C:29]=2[CH3:30])[C:5]([NH:8][C:9]2[S:13][N:12]=[C:11]([C@H:14]3[CH2:18][O:17][C:16]4([CH2:23][CH2:22][CH2:21][CH2:20][CH2:19]4)[O:15]3)[N:10]=2)=[N:6][CH:7]=1.[O-]P([O-])([O-])=O.[K+].[K+].[K+].CC1(C)C2C(=C(P(C3C=CC=CC=3)C3C=CC=CC=3)C=CC=2)OC2C(P(C3C=CC=CC=3)C3C=CC=CC=3)=CC=CC1=2.[SH:83][CH2:84][CH2:85][C:86]([O:88][CH3:89])=[O:87], predict the reaction product. The product is: [O:15]1[C:16]2([CH2:23][CH2:22][CH2:21][CH2:20][CH2:19]2)[O:17][CH2:18][C@@H:14]1[C:11]1[N:10]=[C:9]([NH:8][C:5]2[N:6]=[CH:7][C:2]([S:83][CH2:84][CH2:85][C:86]([O:88][CH3:89])=[O:87])=[CH:3][C:4]=2[O:24][C:25]2[C:26]([CH3:32])=[N:27][N:28]([CH3:31])[C:29]=2[CH3:30])[S:13][N:12]=1.